From a dataset of Peptide-MHC class I binding affinity with 185,985 pairs from IEDB/IMGT. Regression. Given a peptide amino acid sequence and an MHC pseudo amino acid sequence, predict their binding affinity value. This is MHC class I binding data. (1) The peptide sequence is QYPSGQGSF. The MHC is HLA-A23:01 with pseudo-sequence HLA-A23:01. The binding affinity (normalized) is 0.0311. (2) The peptide sequence is NHIYVELSL. The MHC is Mamu-A07 with pseudo-sequence Mamu-A07. The binding affinity (normalized) is 0.994.